From a dataset of Reaction yield outcomes from USPTO patents with 853,638 reactions. Predict the reaction yield, written as a fraction of the theoretical maximum amount of product (1.0 means a 100% yield; for example, 0.34 means a 34% yield). (1) The reactants are [N:1]([C:4]1[CH:9]=[CH:8][C:7]([CH2:10][CH2:11][C:12]([OH:14])=O)=[CH:6][CH:5]=1)=[N+:2]=[N-:3].CCN(C(C)C)C(C)C.FC(F)(F)C(OC1C(F)=C(F)C(F)=C(F)C=1F)=O.[NH2:42][CH2:43][CH2:44][CH2:45][Si:46]([O:51][CH3:52])([O:49][CH3:50])[O:47][CH3:48]. The catalyst is C1COCC1. The yield is 0.740. The product is [N:1]([C:4]1[CH:5]=[CH:6][C:7]([CH2:10][CH2:11][C:12]([NH:42][CH2:43][CH2:44][CH2:45][Si:46]([O:51][CH3:52])([O:47][CH3:48])[O:49][CH3:50])=[O:14])=[CH:8][CH:9]=1)=[N+:2]=[N-:3]. (2) The reactants are C[Si]([Cl:5])(C)C.C(OC([NH:13][C@H:14]([C:17](OC)=[O:18])[CH2:15]I)=O)(C)(C)C.Br[C:22]1[CH:27]=[C:26]([O:28][C:29]2[CH:34]=[CH:33][CH:32]=[CH:31][CH:30]=2)[CH:25]=[CH:24][C:23]=1[N+:35]([O-:37])=O.C(C1C=CC(C2C=CC=CC=2)=C(C(C)C)C=1C(C)C)(C)C. The catalyst is CN(C=O)C.CC([O-])=O.CC([O-])=O.[Pd+2].CCOC(C)=O. The product is [ClH:5].[NH2:13][C@H:14]1[CH2:15][C:22]2[C:23](=[CH:24][CH:25]=[C:26]([O:28][C:29]3[CH:30]=[CH:31][CH:32]=[CH:33][CH:34]=3)[CH:27]=2)[N:35]([OH:37])[C:17]1=[O:18]. The yield is 0.660.